From a dataset of Catalyst prediction with 721,799 reactions and 888 catalyst types from USPTO. Predict which catalyst facilitates the given reaction. (1) Reactant: [CH3:1][CH:2]([C@H:4]([NH2:23])[C:5]([O:7][CH2:8][CH2:9][O:10][CH2:11][N:12]1[C:16]2[NH:17][C:18]([NH2:22])=[N:19][C:20](=[O:21])[C:15]=2[N:14]=[CH:13]1)=[O:6])[CH3:3].[CH:24]([O-])=[O:25].[NH4+]. Product: [CH3:3][CH:2]([C@H:4]([NH:23][CH:24]=[O:25])[C:5]([O:7][CH2:8][CH2:9][O:10][CH2:11][N:12]1[C:16]2[NH:17][C:18]([NH2:22])=[N:19][C:20](=[O:21])[C:15]=2[N:14]=[CH:13]1)=[O:6])[CH3:1]. The catalyst class is: 60. (2) Reactant: [NH2:1][CH2:2][CH2:3][N:4]1[C:9]2[CH:10]=[C:11]([C:15]([N:17]([CH:31]([CH3:33])[CH3:32])[C@@H:18]3[CH2:23][CH2:22][CH2:21][N:20]([C:24]([O:26][C:27]([CH3:30])([CH3:29])[CH3:28])=[O:25])[CH2:19]3)=[O:16])[C:12]([CH3:14])=[CH:13][C:8]=2[O:7][C:6]([CH3:35])([CH3:34])[C:5]1=[O:36].ClC(Cl)(O[C:41](=[O:47])OC(Cl)(Cl)Cl)Cl.[CH2:49]([N:51](CC)CC)C. Product: [CH:31]([N:17]([C:15]([C:11]1[C:12]([CH3:14])=[CH:13][C:8]2[O:7][C:6]([CH3:34])([CH3:35])[C:5](=[O:36])[N:4]([CH2:3][CH2:2][NH:1][C:41]([NH:51][CH3:49])=[O:47])[C:9]=2[CH:10]=1)=[O:16])[C@@H:18]1[CH2:23][CH2:22][CH2:21][N:20]([C:24]([O:26][C:27]([CH3:29])([CH3:28])[CH3:30])=[O:25])[CH2:19]1)([CH3:32])[CH3:33]. The catalyst class is: 22.